This data is from Forward reaction prediction with 1.9M reactions from USPTO patents (1976-2016). The task is: Predict the product of the given reaction. Given the reactants C[O:2][C:3]1[CH:4]=[C:5]([N:9]2[CH2:14][CH2:13][NH:12][CH2:11][CH2:10]2)[CH:6]=[CH:7][CH:8]=1.Br.[OH-].[Na+], predict the reaction product. The product is: [OH:2][C:3]1[CH:4]=[C:5]([N:9]2[CH2:14][CH2:13][NH:12][CH2:11][CH2:10]2)[CH:6]=[CH:7][CH:8]=1.